The task is: Predict the product of the given reaction.. This data is from Forward reaction prediction with 1.9M reactions from USPTO patents (1976-2016). The product is: [CH:1]1([CH2:7][CH2:8][CH2:9][C@@H:10]([C:19]2[O:23][N:22]=[C:21]([CH2:24][N:25]([CH3:26])[S:28]([CH3:27])(=[O:30])=[O:29])[N:20]=2)[CH2:11][C:12]([O:14][C:15]([CH3:18])([CH3:17])[CH3:16])=[O:13])[CH2:2][CH2:3][CH2:4][CH2:5][CH2:6]1. Given the reactants [CH:1]1([CH2:7][CH2:8][CH2:9][C@@H:10]([C:19]2[O:23][N:22]=[C:21]([CH2:24][NH:25][CH3:26])[N:20]=2)[CH2:11][C:12]([O:14][C:15]([CH3:18])([CH3:17])[CH3:16])=[O:13])[CH2:6][CH2:5][CH2:4][CH2:3][CH2:2]1.[CH3:27][S:28](Cl)(=[O:30])=[O:29], predict the reaction product.